Dataset: Full USPTO retrosynthesis dataset with 1.9M reactions from patents (1976-2016). Task: Predict the reactants needed to synthesize the given product. (1) Given the product [OH:69][C:61]1[C:62](=[O:68])[N:63]([CH3:67])[C:64]([CH3:66])=[N:65][C:60]=1[C:58]([NH:57][CH2:56][CH2:55][N:20]([CH2:19][CH2:18][NH:17][C:15]([C:14]1[N:13]=[C:12]([CH3:77])[N:11]([CH3:78])[C:10](=[O:79])[C:9]=1[OH:8])=[O:16])[CH2:21][CH:22]([NH:35][C:36]([C:38]1[N:43]=[C:42]([CH3:44])[N:41]([CH3:45])[C:40](=[O:46])[C:39]=1[OH:47])=[O:37])[CH2:23][C:24]1[CH:34]=[CH:33][C:27]([O:28][CH2:29][C:30]([OH:32])=[O:31])=[CH:26][CH:25]=1)=[O:59], predict the reactants needed to synthesize it. The reactants are: C([O:8][C:9]1[C:10](=[O:79])[N:11]([CH3:78])[C:12]([CH3:77])=[N:13][C:14]=1[C:15]([NH:17][CH2:18][CH2:19][N:20]([CH2:55][CH2:56][NH:57][C:58]([C:60]1[N:65]=[C:64]([CH3:66])[N:63]([CH3:67])[C:62](=[O:68])[C:61]=1[O:69]CC1C=CC=CC=1)=[O:59])[CH2:21][CH:22]([NH:35][C:36]([C:38]1[N:43]=[C:42]([CH3:44])[N:41]([CH3:45])[C:40](=[O:46])[C:39]=1[O:47]CC1C=CC=CC=1)=[O:37])[CH2:23][C:24]1[CH:34]=[CH:33][C:27]([O:28][CH2:29][C:30]([OH:32])=[O:31])=[CH:26][CH:25]=1)=[O:16])C1C=CC=CC=1.Cl. (2) Given the product [S:1]1[CH:5]=[CH:4][CH:3]=[C:2]1[C:6]1[CH:11]=[CH:10][CH:9]=[CH:8][C:7]=1[NH:12][C:29]([C:25]1[CH:24]=[C:23]([C:16]2[CH:17]=[CH:18][C:19]([O:21][CH3:22])=[CH:20][C:15]=2[O:14][CH3:13])[CH:28]=[CH:27][CH:26]=1)=[O:30], predict the reactants needed to synthesize it. The reactants are: [S:1]1[CH:5]=[CH:4][CH:3]=[C:2]1[C:6]1[CH:11]=[CH:10][CH:9]=[CH:8][C:7]=1[NH2:12].[CH3:13][O:14][C:15]1[CH:20]=[C:19]([O:21][CH3:22])[CH:18]=[CH:17][C:16]=1[C:23]1[CH:28]=[CH:27][CH:26]=[C:25]([C:29](Cl)=[O:30])[CH:24]=1. (3) Given the product [Si:1]([O:8][C@@H:9]1[CH2:14][C@@H:13]([CH:30]([O:33][CH3:34])[O:35][CH3:36])[O:12][C:11](=[O:18])[CH2:10]1)([C:4]([CH3:7])([CH3:6])[CH3:5])([CH3:3])[CH3:2], predict the reactants needed to synthesize it. The reactants are: [Si:1]([O:8][C@@H:9]1[CH2:14][C@@H:13](C(O)O)[O:12][C:11](=[O:18])[CH2:10]1)([C:4]([CH3:7])([CH3:6])[CH3:5])([CH3:3])[CH3:2].C1(C)C(S(O)(=O)=O)=CC=CC=1.[CH:30]([O:35][CH3:36])([O:33][CH3:34])OC.C([O-])(O)=O.[Na+]. (4) Given the product [CH3:31][O:30][C:27]1[CH:26]=[CH:25][C:24]([CH2:23][NH:22][C:20]2[S:21][C:17]([C:14]3[CH:15]=[C:16]4[C:11](=[CH:12][CH:13]=3)[N:10]([S:32]([C:35]3[CH:36]=[CH:37][C:38]([CH3:39])=[CH:40][CH:41]=3)(=[O:34])=[O:33])[CH:9]=[C:8]4[C:6]3[N:7]=[C:2]([N:46]4[CH2:47][CH2:48][N:43]([CH3:42])[C:44](=[O:49])[CH2:45]4)[CH:3]=[N:4][CH:5]=3)=[N:18][N:19]=2)=[CH:29][CH:28]=1, predict the reactants needed to synthesize it. The reactants are: Cl[C:2]1[N:7]=[C:6]([C:8]2[C:16]3[C:11](=[CH:12][CH:13]=[C:14]([C:17]4[S:21][C:20]([NH:22][CH2:23][C:24]5[CH:29]=[CH:28][C:27]([O:30][CH3:31])=[CH:26][CH:25]=5)=[N:19][N:18]=4)[CH:15]=3)[N:10]([S:32]([C:35]3[CH:41]=[CH:40][C:38]([CH3:39])=[CH:37][CH:36]=3)(=[O:34])=[O:33])[CH:9]=2)[CH:5]=[N:4][CH:3]=1.[CH3:42][N:43]1[CH2:48][CH2:47][NH:46][CH2:45][C:44]1=[O:49].CCN(CC)CC.O. (5) Given the product [NH2:1][C:2]1[C:7]2[C:8](=[O:20])[N:9]([C:13]3[CH:18]=[CH:17][C:16]([C:27]4[CH:26]=[CH:25][C:24]([CH2:37][C:38]([O:40][CH3:41])=[O:39])=[CH:23][C:22]=4[Cl:21])=[CH:15][CH:14]=3)[CH2:10][CH2:11][O:12][C:6]=2[N:5]=[CH:4][N:3]=1, predict the reactants needed to synthesize it. The reactants are: [NH2:1][C:2]1[C:7]2[C:8](=[O:20])[N:9]([C:13]3[CH:18]=[CH:17][C:16](Br)=[CH:15][CH:14]=3)[CH2:10][CH2:11][O:12][C:6]=2[N:5]=[CH:4][N:3]=1.[Cl:21][C:22]1[CH:23]=[C:24]([CH2:37][C:38]([O:40][CH3:41])=[O:39])[CH:25]=[CH:26][C:27]=1B1OC(C)(C)C(C)(C)O1.P([O-])([O-])([O-])=O.[K+].[K+].[K+].CO. (6) Given the product [Cl:1][C:2]1[CH:3]=[CH:4][C:5]([N+:17]([O-:19])=[O:18])=[C:6]([C:8]2[C:13]([O:14][CH3:15])=[CH:12][N:11]([CH:21]([CH3:25])[C:22]([OH:24])=[O:23])[C:10](=[O:16])[CH:9]=2)[CH:7]=1, predict the reactants needed to synthesize it. The reactants are: [Cl:1][C:2]1[CH:3]=[CH:4][C:5]([N+:17]([O-:19])=[O:18])=[C:6]([C:8]2[C:13]([O:14][CH3:15])=[CH:12][NH:11][C:10](=[O:16])[CH:9]=2)[CH:7]=1.Br[CH:21]([CH3:25])[C:22]([OH:24])=[O:23].